Predict the reactants needed to synthesize the given product. From a dataset of Full USPTO retrosynthesis dataset with 1.9M reactions from patents (1976-2016). (1) The reactants are: Br[C:2]1[CH:7]=[C:6]([CH3:8])[CH:5]=[CH:4][C:3]=1[CH3:9].[Li]CCCC.[O:15]=[C:16]1[N:21]([C:22]([O:24][C:25]([CH3:28])([CH3:27])[CH3:26])=[O:23])[CH2:20][CH2:19][N:18]2[C:29](=[O:32])[CH2:30][CH2:31][C@@H:17]12. Given the product [CH3:9][C:3]1[CH:4]=[CH:5][C:6]([CH3:8])=[CH:7][C:2]=1[C:16]([C@@H:17]1[CH2:31][CH2:30][C:29](=[O:32])[N:18]1[CH2:19][CH2:20][NH:21][C:22](=[O:23])[O:24][C:25]([CH3:27])([CH3:26])[CH3:28])=[O:15], predict the reactants needed to synthesize it. (2) Given the product [F:45][C:42]([F:43])([F:44])[C:40]1[CH:41]=[C:36]([CH:37]=[C:38]([C:46]([F:47])([F:49])[F:48])[CH:39]=1)[CH2:35][N:27]1[C:28]([C:29]2[CH:30]=[N:31][CH:32]=[CH:33][CH:34]=2)=[C:24]([C:22](=[O:23])[CH2:17][C:16]([C:11]2[CH:12]=[CH:13][CH:14]=[CH:15][C:10]=2[Cl:9])=[O:18])[N:25]=[N:26]1, predict the reactants needed to synthesize it. The reactants are: C([N-]C(C)C)(C)C.[Li+].[Cl:9][C:10]1[CH:15]=[CH:14][CH:13]=[CH:12][C:11]=1[C:16](=[O:18])[CH3:17].CON(C)[C:22]([C:24]1[N:25]=[N:26][N:27]([CH2:35][C:36]2[CH:41]=[C:40]([C:42]([F:45])([F:44])[F:43])[CH:39]=[C:38]([C:46]([F:49])([F:48])[F:47])[CH:37]=2)[C:28]=1[C:29]1[CH:30]=[N:31][CH:32]=[CH:33][CH:34]=1)=[O:23].Cl. (3) Given the product [C:1]([C:3]1[CH:8]=[CH:7][C:6]([CH2:9][C:10]([O:12][CH2:13][CH3:14])=[O:11])=[C:5]([F:17])[CH:4]=1)#[N:2], predict the reactants needed to synthesize it. The reactants are: [C:1]([C:3]1[CH:8]=[CH:7][C:6]([CH2:9][C:10]([O:12][C:13](C)(C)[CH3:14])=[O:11])=[C:5]([F:17])[CH:4]=1)#[N:2].Cl.O1CCOCC1. (4) Given the product [Cl:1][C:2]1[CH:11]=[C:10]2[C:5]([CH2:6][CH2:7][O:8][C@H:9]2[C:12]2[CH:13]=[C:14]([C:18]([C:20]3[C:21]([NH:26][C@@H:27]4[CH2:31][C@H:30]([CH2:32][O:33][S:34]([NH:37][C:38](=[O:44])[O:39][C:40]([CH3:41])([CH3:42])[CH3:43])(=[O:35])=[O:36])[C@@H:29]([OH:45])[CH2:28]4)=[N:22][CH:23]=[N:24][CH:25]=3)=[O:19])[S:15][C:16]=2[CH3:17])=[CH:4][CH:3]=1, predict the reactants needed to synthesize it. The reactants are: [Cl:1][C:2]1[CH:11]=[C:10]2[C:5]([CH2:6][CH2:7][O:8][C@H:9]2[C:12]2[CH:13]=[C:14]([C:18]([C:20]3[C:21]([NH:26][C@@H:27]4[CH2:31][C@H:30]([CH2:32][O:33][S:34]([NH:37][C:38](=[O:44])[O:39][C:40]([CH3:43])([CH3:42])[CH3:41])(=[O:36])=[O:35])[C@@H:29]([O:45][Si](C(C)C)(C(C)C)C(C)C)[CH2:28]4)=[N:22][CH:23]=[N:24][CH:25]=3)=[O:19])[S:15][C:16]=2[CH3:17])=[CH:4][CH:3]=1.O.[F-].C([N+](CCCC)(CCCC)CCCC)CCC.